From a dataset of Forward reaction prediction with 1.9M reactions from USPTO patents (1976-2016). Predict the product of the given reaction. Given the reactants [CH2:1]([C:3]1([CH2:20][CH3:21])[CH2:12][C:11]([CH3:14])([CH3:13])[C:10]2[C:5](=[C:6]([CH:17]([CH3:19])[CH3:18])[CH:7]=[C:8]([C:15]#[CH:16])[CH:9]=2)[O:4]1)[CH3:2].[CH3:22][O:23][C:24](=[O:53])[C:25]([C:28]1[CH:33]=[CH:32][C:31](C#CC2C=C(C3CC3)C3OC4(CC4)CC(C)(C)C=3C=2)=[CH:30][CH:29]=1)([CH3:27])[CH3:26].C(N(CC)CC)C.C(OCC)(=O)C, predict the reaction product. The product is: [CH3:22][O:23][C:24](=[O:53])[C:25]([C:28]1[CH:29]=[CH:30][C:31]([C:16]#[C:15][C:8]2[CH:9]=[C:10]3[C:5](=[C:6]([CH:17]([CH3:19])[CH3:18])[CH:7]=2)[O:4][C:3]([CH2:1][CH3:2])([CH2:20][CH3:21])[CH2:12][C:11]3([CH3:14])[CH3:13])=[CH:32][CH:33]=1)([CH3:27])[CH3:26].